Dataset: Forward reaction prediction with 1.9M reactions from USPTO patents (1976-2016). Task: Predict the product of the given reaction. (1) Given the reactants [C:1]([C:5]1[CH:6]=[CH:7][C:8]2[N:9]([CH:11]=[C:12]([C@H:14]3[N:17]([Si](C(C)(C)C)(C)C)[C:16](=[O:25])[C@@H:15]3[CH3:26])[N:13]=2)[CH:10]=1)([CH3:4])([CH3:3])[CH3:2].[F-].C([N+](CCCC)(CCCC)CCCC)CCC, predict the reaction product. The product is: [C:1]([C:5]1[CH:6]=[CH:7][C:8]2[N:9]([CH:11]=[C:12]([C@H:14]3[NH:17][C:16](=[O:25])[C@@H:15]3[CH3:26])[N:13]=2)[CH:10]=1)([CH3:4])([CH3:2])[CH3:3]. (2) Given the reactants [CH2:1]([O:6][C:7]1[CH:8]=[C:9]([CH:12]=[CH:13][CH:14]=1)[CH:10]=[O:11])[CH2:2][CH2:3][CH2:4][CH3:5].[C:15](#[N:17])[CH3:16], predict the reaction product. The product is: [OH:11][CH:10]([C:9]1[CH:12]=[CH:13][CH:14]=[C:7]([O:6][CH2:1][CH2:2][CH2:3][CH2:4][CH3:5])[CH:8]=1)[CH2:16][C:15]#[N:17]. (3) Given the reactants [C:1]1([S:11]([N:14]2[CH2:19][CH2:18][CH:17]([C:20]3[CH:29]=[CH:28][CH:27]=[CH:26][C:21]=3[C:22](OC)=[O:23])[CH2:16][CH2:15]2)(=[O:13])=[O:12])[C:10]2[C:5](=[CH:6][CH:7]=[CH:8][CH:9]=2)[CH:4]=[CH:3][CH:2]=1.[H-].[H-].[H-].[H-].[Li+].[Al+3], predict the reaction product. The product is: [C:1]1([S:11]([N:14]2[CH2:15][CH2:16][CH:17]([C:20]3[CH:29]=[CH:28][CH:27]=[CH:26][C:21]=3[CH2:22][OH:23])[CH2:18][CH2:19]2)(=[O:12])=[O:13])[C:10]2[C:5](=[CH:6][CH:7]=[CH:8][CH:9]=2)[CH:4]=[CH:3][CH:2]=1. (4) Given the reactants [CH2:1]([C:3]([C:14]1[CH:27]=[CH:26][C:17]([O:18][CH2:19][C:20](=[O:25])[C:21]([CH3:24])([CH3:23])[CH3:22])=[C:16]([CH3:28])[CH:15]=1)([C:6]1[CH:11]=[CH:10][C:9]([OH:12])=[C:8]([CH3:13])[CH:7]=1)[CH2:4][CH3:5])[CH3:2].[CH3:29][C:30]([Si:33](Cl)([CH3:35])[CH3:34])([CH3:32])[CH3:31], predict the reaction product. The product is: [C:30]([Si:33]([CH3:35])([CH3:34])[O:12][C:9]1[CH:10]=[CH:11][C:6]([C:3]([C:14]2[CH:27]=[CH:26][C:17]([O:18][CH2:19][C:20](=[O:25])[C:21]([CH3:23])([CH3:22])[CH3:24])=[C:16]([CH3:28])[CH:15]=2)([CH2:4][CH3:5])[CH2:1][CH3:2])=[CH:7][C:8]=1[CH3:13])([CH3:32])([CH3:31])[CH3:29]. (5) Given the reactants [NH2:1][C:2]1[CH:13]=[CH:12][C:5]2[C:6](=[O:11])[NH:7][CH2:8][CH2:9][CH2:10][C:4]=2[CH:3]=1.Cl[C:15]1[N:20]=[C:19]([NH:21][C:22]2[CH:31]=[CH:30][CH:29]=[CH:28][C:23]=2[C:24]([NH:26][CH3:27])=[O:25])[C:18]([Cl:32])=[CH:17][N:16]=1.CO.C(Cl)Cl, predict the reaction product. The product is: [Cl:32][C:18]1[C:19]([NH:21][C:22]2[CH:31]=[CH:30][CH:29]=[CH:28][C:23]=2[C:24]([NH:26][CH3:27])=[O:25])=[N:20][C:15]([NH:1][C:2]2[CH:13]=[CH:12][C:5]3[C:6](=[O:11])[NH:7][CH2:8][CH2:9][CH2:10][C:4]=3[CH:3]=2)=[N:16][CH:17]=1. (6) Given the reactants [OH:1][C:2]1[CH:9]=[CH:8][C:5]([CH:6]=[O:7])=[CH:4][C:3]=1[O:10][CH3:11].C(=O)([O-])[O-].[K+].[K+].Cl[CH2:19][CH2:20][C:21]([CH3:26])([CH3:25])[C:22]([OH:24])=[O:23].O, predict the reaction product. The product is: [CH:6]([C:5]1[CH:8]=[CH:9][C:2]([O:1][CH2:19][CH2:20][C:21]([CH3:26])([CH3:25])[C:22]([OH:24])=[O:23])=[C:3]([O:10][CH3:11])[CH:4]=1)=[O:7]. (7) Given the reactants [CH:1]([O:4][C:5]1[CH:12]=[CH:11][C:8]([C:9]#[N:10])=[CH:7][C:6]=1[C:13]([F:16])([F:15])[F:14])([CH3:3])[CH3:2].[NH2:17][OH:18], predict the reaction product. The product is: [OH:18]/[N:17]=[C:9](\[NH2:10])/[C:8]1[CH:11]=[CH:12][C:5]([O:4][CH:1]([CH3:3])[CH3:2])=[C:6]([C:13]([F:16])([F:15])[F:14])[CH:7]=1. (8) Given the reactants [CH2:1]([O:5][CH2:6][CH2:7][O:8][C:9]1[CH:14]=[CH:13][C:12]([C:15]2[CH:16]=[CH:17][C:18]3[N:25]([CH:26]=[O:27])[CH2:24][CH2:23][CH2:22][C:21]([C:28](O)=[O:29])=[CH:20][C:19]=3[CH:31]=2)=[CH:11][CH:10]=1)[CH2:2][CH2:3][CH3:4].CN(C=O)C.C(Cl)(=O)C(Cl)=O.[CH2:43]([N:46]1[C:50]([CH2:51][S:52]([C:54]2[CH:60]=[CH:59][C:57]([NH2:58])=[CH:56][CH:55]=2)=[O:53])=[CH:49][N:48]=[CH:47]1)[CH2:44][CH3:45], predict the reaction product. The product is: [CH2:1]([O:5][CH2:6][CH2:7][O:8][C:9]1[CH:10]=[CH:11][C:12]([C:15]2[CH:16]=[CH:17][C:18]3[N:25]([CH:26]=[O:27])[CH2:24][CH2:23][CH2:22][C:21]([C:28]([NH:58][C:57]4[CH:56]=[CH:55][C:54]([S:52]([CH2:51][C:50]5[N:46]([CH2:43][CH2:44][CH3:45])[CH:47]=[N:48][CH:49]=5)=[O:53])=[CH:60][CH:59]=4)=[O:29])=[CH:20][C:19]=3[CH:31]=2)=[CH:13][CH:14]=1)[CH2:2][CH2:3][CH3:4]. (9) Given the reactants [CH3:1][NH:2][S:3]([C:6]1[CH:11]=[CH:10][CH:9]=[C:8]([CH3:12])[CH:7]=1)(=[O:5])=[O:4].[H-].[Na+].Cl[C:16]1[CH:21]=[CH:20][CH:19]=[C:18]([Cl:22])[N:17]=1.CC1(C)C2C(=C(P(C3C=CC=CC=3)C3C=CC=CC=3)C=CC=2)OC2C(P(C3C=CC=CC=3)C3C=CC=CC=3)=CC=CC1=2, predict the reaction product. The product is: [Cl:22][C:18]1[N:17]=[C:16]([N:2]([CH3:1])[S:3]([C:6]2[CH:11]=[CH:10][CH:9]=[C:8]([CH3:12])[CH:7]=2)(=[O:5])=[O:4])[CH:21]=[CH:20][CH:19]=1.